Regression. Given a peptide amino acid sequence and an MHC pseudo amino acid sequence, predict their binding affinity value. This is MHC class I binding data. From a dataset of Peptide-MHC class I binding affinity with 185,985 pairs from IEDB/IMGT. The peptide sequence is DAMIHKTYI. The MHC is HLA-A02:02 with pseudo-sequence HLA-A02:02. The binding affinity (normalized) is 0.205.